From a dataset of HIV replication inhibition screening data with 41,000+ compounds from the AIDS Antiviral Screen. Binary Classification. Given a drug SMILES string, predict its activity (active/inactive) in a high-throughput screening assay against a specified biological target. (1) The drug is COC(=O)c1ccc(N=Cc2ccc(C=Nc3ccc(C(=O)OC)cc3)cc2)cc1. The result is 0 (inactive). (2) The molecule is COC(=O)c1ccc(C)cc1C1CN=NC12Cc1cc(C)c(C)cc1C2=O. The result is 0 (inactive). (3) The compound is S=C1NC(C=Cc2ccccc2)Nc2ccccc21. The result is 0 (inactive). (4) The compound is CS(=O)(=O)Nc1ccc2oc(=O)c3ccccc3c2c1. The result is 0 (inactive). (5) The molecule is CCC(C)(C)c1ccc(OP(=S)(S)Oc2ccc(C(C)(C)CC)cc2)cc1. The result is 0 (inactive). (6) The compound is CCOc1cnn(-c2ccccc2)c(=O)c1SCc1ccc(Cl)c(Cl)c1. The result is 0 (inactive). (7) The molecule is O=C(Nc1ccc(C=Cc2ccc(NC(=O)c3cc(S(=O)(=O)O)c4cccnc4c3O)cc2S(=O)(=O)O)c(S(=O)(=O)O)c1)c1cc(S(=O)(=O)O)c2cccnc2c1O.[NaH]. The result is 0 (inactive). (8) The drug is CC(C)c1ccc(C(c2ccc(OCC(=O)NCCN(C)C)cc2)c2ccc(C(C)C)cc(=O)c2O)c(O)c(=O)c1.Cl. The result is 0 (inactive). (9) The drug is O=C(O)C(=Cc1ccc(-c2ccccc2)cc1)C(=O)O. The result is 0 (inactive).